The task is: Predict the reactants needed to synthesize the given product.. This data is from Full USPTO retrosynthesis dataset with 1.9M reactions from patents (1976-2016). (1) Given the product [NH2:1][C:2]1[N:7]=[C:6]([Cl:8])[C:5]([CH:9]=[N:17][OH:18])=[C:4]([Cl:11])[N:3]=1, predict the reactants needed to synthesize it. The reactants are: [NH2:1][C:2]1[N:7]=[C:6]([Cl:8])[C:5]([CH:9]=O)=[C:4]([Cl:11])[N:3]=1.C(O)(=O)C.Cl.[NH2:17][OH:18]. (2) Given the product [Cl:26][C:23]1[CH:24]=[CH:25][C:20]([C:18]([NH:17][CH:13]([CH2:12][C:7]2[C:5]3[C:4](=[CH:3][CH:2]=[CH:1][CH:6]=3)[NH:11][C:9](=[O:10])[CH:8]=2)[C:14]([O:16][CH2:28][CH:29]2[O:33][C:32](=[O:34])[NH:31][CH2:30]2)=[O:15])=[O:19])=[CH:21][CH:22]=1, predict the reactants needed to synthesize it. The reactants are: [CH:1]1[CH:2]=[CH:3][C:4]2[NH:11][C:9](=[O:10])[CH:8]=[C:7]([CH2:12][CH:13]([NH:17][C:18]([C:20]3[CH:21]=[CH:22][C:23]([Cl:26])=[CH:24][CH:25]=3)=[O:19])[C:14]([OH:16])=[O:15])[C:5]=2[CH:6]=1.Cl[CH2:28][CH:29]1[O:33][C:32](=[O:34])[NH:31][CH2:30]1. (3) Given the product [CH2:1]([O:4][C:5]1([CH3:34])[CH2:6][CH2:7][N:8]([C:11]2[C:12]3[N:13]([N:28]=[C:29]([C:31](=[O:33])[NH:41][CH2:42][CH:43]([OH:59])[CH2:44][C:45]4[CH:50]=[CH:49][CH:48]=[CH:47][C:46]=4[OH:51])[CH:30]=3)[CH:14]=[C:15]([CH3:27])[C:16]=2[C@H:17]([O:22][C:23]([CH3:26])([CH3:25])[CH3:24])[C:18]([O:20][CH3:21])=[O:19])[CH2:9][CH2:10]1)[CH:2]=[CH2:3], predict the reactants needed to synthesize it. The reactants are: [CH2:1]([O:4][C:5]1([CH3:34])[CH2:10][CH2:9][N:8]([C:11]2[C:12]3[N:13]([N:28]=[C:29]([C:31]([OH:33])=O)[CH:30]=3)[CH:14]=[C:15]([CH3:27])[C:16]=2[C@H:17]([O:22][C:23]([CH3:26])([CH3:25])[CH3:24])[C:18]([O:20][CH3:21])=[O:19])[CH2:7][CH2:6]1)[CH:2]=[CH2:3].C(Cl)(=O)C(Cl)=O.[NH2:41][CH2:42][CH:43]([OH:59])[CH2:44][C:45]1[CH:50]=[CH:49][CH:48]=[CH:47][C:46]=1[O:51][Si](C(C)(C)C)(C)C.Cl.CCN(C(C)C)C(C)C.CCCC[N+](CCCC)(CCCC)CCCC.[F-]. (4) Given the product [CH:8]1([C:14]2[C:15]3[CH:16]=[CH:17][C:18]([C:45]([NH:73][S:70]([C:68]4[N:67]=[CH:66][N:65]([CH3:64])[CH:69]=4)(=[O:72])=[O:71])=[O:46])=[CH:19][C:20]=3[N:21]3[CH2:27][C:26]([C:28]([N:30]4[CH:31]5[CH2:37][CH2:36][CH:35]4[CH2:34][N:33]([CH3:38])[CH2:32]5)=[O:29])=[CH:25][C:24]4[CH:39]=[C:40]([O:43][CH3:44])[CH:41]=[CH:42][C:23]=4[C:22]=23)[CH2:13][CH2:12][CH2:11][CH2:10][CH2:9]1, predict the reactants needed to synthesize it. The reactants are: OC(C(F)(F)F)=O.[CH:8]1([C:14]2[C:15]3[CH:16]=[CH:17][C:18]([C:45](OC(C)(C)C)=[O:46])=[CH:19][C:20]=3[N:21]3[CH2:27][C:26]([C:28]([N:30]4[CH:35]5[CH2:36][CH2:37][CH:31]4[CH2:32][N:33]([CH3:38])[CH2:34]5)=[O:29])=[CH:25][C:24]4[CH:39]=[C:40]([O:43][CH3:44])[CH:41]=[CH:42][C:23]=4[C:22]=23)[CH2:13][CH2:12][CH2:11][CH2:10][CH2:9]1.C1N=CN(C(N2C=NC=C2)=O)C=1.[CH3:64][N:65]1[CH:69]=[C:68]([S:70]([NH2:73])(=[O:72])=[O:71])[N:67]=[CH:66]1.C1CCN2C(=NCCC2)CC1. (5) Given the product [Cl:1][C:2]1[N:7]=[C:6]2[C:8]([CH3:22])([CH3:21])[NH:9][C:10](=[O:11])[C:5]2=[CH:4][CH:3]=1, predict the reactants needed to synthesize it. The reactants are: [Cl:1][C:2]1[N:7]=[C:6]2[C:8]([CH3:22])([CH3:21])[N:9](CC3C=CC(OC)=CC=3)[C:10](=[O:11])[C:5]2=[CH:4][CH:3]=1.O.CCOC(C)=O. (6) Given the product [C:25]([OH:28])(=[O:27])[CH3:26].[NH2:9][CH:8]1[CH2:7][CH2:6][N:5]([C:18]([O:20][C:21]([CH3:23])([CH3:22])[CH3:24])=[O:19])[CH2:4][CH:3]1[CH2:1][CH3:2], predict the reactants needed to synthesize it. The reactants are: [CH2:1]([CH:3]1[CH:8]([NH:9][C@@H](C2C=CC=CC=2)C)[CH2:7][CH2:6][N:5]([C:18]([O:20][C:21]([CH3:24])([CH3:23])[CH3:22])=[O:19])[CH2:4]1)[CH3:2].[C:25]([OH:28])(=[O:27])[CH3:26]. (7) Given the product [C:3]([O-:7])(=[O:6])[CH:4]=[CH2:5].[Zn+2:2].[C:8]([O-:12])(=[O:11])[CH:9]=[CH2:10], predict the reactants needed to synthesize it. The reactants are: [O-2].[Zn+2:2].[C:3]([OH:7])(=[O:6])[CH:4]=[CH2:5].[C:8]([O:12]CC)(=[O:11])[CH:9]=[CH2:10].C(OC1CCCCC1)(=O)C(C)=C.